Dataset: Forward reaction prediction with 1.9M reactions from USPTO patents (1976-2016). Task: Predict the product of the given reaction. (1) Given the reactants [OH:1][C:2]1[C:7]([NH:8][C:9](=[O:17])[C:10]2[CH:15]=[CH:14][CH:13]=[C:12]([CH3:16])[CH:11]=2)=[C:6](O)[N:5]=[C:4]([S:19][CH3:20])[N:3]=1.C(OCC)C, predict the reaction product. The product is: [CH3:20][S:19][C:4]1[N:3]=[C:2]([OH:1])[C:7]2[N:8]=[C:9]([C:10]3[CH:15]=[CH:14][CH:13]=[C:12]([CH3:16])[CH:11]=3)[O:17][C:6]=2[N:5]=1. (2) Given the reactants [Br:1][C:2]1[CH:7]=[CH:6][C:5]([N:8]=[C:9]=[O:10])=[CH:4][CH:3]=1.[NH:11]1[C:19]2[C:14](=[CH:15][CH:16]=[CH:17][CH:18]=2)[CH2:13][CH2:12]1, predict the reaction product. The product is: [Br:1][C:2]1[CH:7]=[CH:6][C:5]([NH:8][C:9]([N:11]2[C:19]3[C:14](=[CH:15][CH:16]=[CH:17][CH:18]=3)[CH2:13][CH2:12]2)=[O:10])=[CH:4][CH:3]=1. (3) The product is: [CH3:34][O:22][C:21]([C:20]1[N:11]([CH2:10][C:8]2[CH:7]=[CH:6][C:5]3[O:1][CH2:2][CH2:3][C:4]=3[CH:9]=2)[C:12](=[O:31])[C:13]2[C:18]([C:19]=1[C:24]1[CH:25]=[CH:26][CH:27]=[CH:28][CH:29]=1)=[CH:17][C:16]([F:30])=[CH:15][CH:14]=2)=[O:23]. Given the reactants [O:1]1[C:5]2[CH:6]=[CH:7][C:8]([CH2:10][N:11]3[C:20]([C:21]([OH:23])=[O:22])=[C:19]([C:24]4[CH:29]=[CH:28][CH:27]=[CH:26][CH:25]=4)[C:18]4[C:13](=[CH:14][CH:15]=[C:16]([F:30])[CH:17]=4)[C:12]3=[O:31])=[CH:9][C:4]=2[CH2:3][CH2:2]1.CI.[C:34](=O)([O-])[O-].[K+].[K+].O, predict the reaction product. (4) Given the reactants [Si:1]([O:8][C:9]1[CH:10]=[C:11]2[C:15](=[CH:16][CH:17]=1)[NH:14][N:13]=[CH:12]2)([C:4]([CH3:7])([CH3:6])[CH3:5])([CH3:3])[CH3:2].[I:18]N1C(=O)CCC1=O, predict the reaction product. The product is: [Si:1]([O:8][C:9]1[CH:10]=[C:11]2[C:15](=[CH:16][CH:17]=1)[NH:14][N:13]=[C:12]2[I:18])([C:4]([CH3:7])([CH3:5])[CH3:6])([CH3:3])[CH3:2]. (5) Given the reactants BrC(Br)C.C[Si](Cl)(C)C.[Cl:10][C:11]1[C:12]([F:19])=[C:13]([CH:16]=[CH:17][CH:18]=1)[CH2:14]Br.[Br-].ClC1C(F)=C(C=CC=1)C[Zn+].[F:31][C:32]1[CH:41]=[C:40]2[C:35]([C:36](=[O:57])[C:37]([C:52]([O:54][CH2:55][CH3:56])=[O:53])=[CH:38][N:39]2[C@@H:42]([CH:49]([CH3:51])[CH3:50])[CH2:43][O:44][C:45]([O:47][CH3:48])=[O:46])=[CH:34][C:33]=1I.O1C=CC=C1P(C1OC=CC=1)C1OC=CC=1.[Cl-].[NH4+], predict the reaction product. The product is: [Cl:10][C:11]1[C:12]([F:19])=[C:13]([CH:16]=[CH:17][CH:18]=1)[CH2:14][C:33]1[CH:34]=[C:35]2[C:40](=[CH:41][C:32]=1[F:31])[N:39]([C@@H:42]([CH:49]([CH3:51])[CH3:50])[CH2:43][O:44][C:45]([O:47][CH3:48])=[O:46])[CH:38]=[C:37]([C:52]([O:54][CH2:55][CH3:56])=[O:53])[C:36]2=[O:57]. (6) Given the reactants [OH:1][C:2]1[CH:11]=[CH:10][C:5]([C:6]([O:8][CH3:9])=[O:7])=[CH:4][C:3]=1I.[C:13]([Cu])#[N:14].[C-]#N.[Na+], predict the reaction product. The product is: [C:13]([C:3]1[CH:4]=[C:5]([CH:10]=[CH:11][C:2]=1[OH:1])[C:6]([O:8][CH3:9])=[O:7])#[N:14].